Dataset: HIV replication inhibition screening data with 41,000+ compounds from the AIDS Antiviral Screen. Task: Binary Classification. Given a drug SMILES string, predict its activity (active/inactive) in a high-throughput screening assay against a specified biological target. The result is 0 (inactive). The compound is NC(=O)c1c([N+](=O)[O-])cc(C(F)(F)F)cc1[N+](=O)[O-].